Predict the product of the given reaction. From a dataset of Forward reaction prediction with 1.9M reactions from USPTO patents (1976-2016). (1) Given the reactants I[C:2]1[CH:11]=[CH:10][C:9]([O:12][CH2:13][CH2:14][N:15]2[CH2:19][CH2:18][CH2:17][CH2:16]2)=[C:8]2[C:3]=1[CH:4]=[CH:5][CH:6]=[N:7]2.[Cl:20][C:21]1[CH:26]=[CH:25][C:24]([C:27]2[CH:28]=[CH:29][C:30]([C:33]#[CH:34])=[N:31][CH:32]=2)=[CH:23][CH:22]=1, predict the reaction product. The product is: [Cl:20][C:21]1[CH:22]=[CH:23][C:24]([C:27]2[CH:28]=[CH:29][C:30]([C:33]#[C:34][C:2]3[CH:11]=[CH:10][C:9]([O:12][CH2:13][CH2:14][N:15]4[CH2:19][CH2:18][CH2:17][CH2:16]4)=[C:8]4[C:3]=3[CH:4]=[CH:5][CH:6]=[N:7]4)=[N:31][CH:32]=2)=[CH:25][CH:26]=1. (2) Given the reactants COC(=O)[CH2:4][C:5]([C:7]1[CH:12]=[CH:11][C:10]([Cl:13])=[CH:9][CH:8]=1)=[O:6].CN(C)C(=O)C.Cl.C(N(CC)CC)C.O.C(=O)(O)[O-].[Na+], predict the reaction product. The product is: [Cl:13][C:10]1[CH:11]=[CH:12][C:7]([C:5](=[O:6])[CH3:4])=[CH:8][CH:9]=1. (3) Given the reactants [OH:1][C:2]1[CH:7]=[C:6]([CH3:8])[N:5]([C:9]2[CH:10]=[C:11]([CH:16]=[CH:17][C:18]=2[O:19][CH3:20])[C:12]([O:14][CH3:15])=[O:13])[C:4](=[O:21])[CH:3]=1.N12CCCN=C1CCCCC2.[F:33][C:34]1[CH:41]=[C:40]([F:42])[CH:39]=[CH:38][C:35]=1[CH2:36]Br.C([O-])(O)=O.[Na+], predict the reaction product. The product is: [F:33][C:34]1[CH:41]=[C:40]([F:42])[CH:39]=[CH:38][C:35]=1[CH2:36][O:1][C:2]1[CH:7]=[C:6]([CH3:8])[N:5]([C:9]2[CH:10]=[C:11]([CH:16]=[CH:17][C:18]=2[O:19][CH3:20])[C:12]([O:14][CH3:15])=[O:13])[C:4](=[O:21])[CH:3]=1. (4) Given the reactants [CH3:1][C:2]1[CH:3]=[C:4]2[C:8](=[CH:9][CH:10]=1)[NH:7][CH:6]=[C:5]2[CH2:11][CH2:12][NH2:13].[CH:14]1([CH:17]=O)[CH2:16][CH2:15]1, predict the reaction product. The product is: [CH:14]1([CH2:17][NH:13][CH2:12][CH2:11][C:5]2[C:4]3[C:8](=[CH:9][CH:10]=[C:2]([CH3:1])[CH:3]=3)[NH:7][CH:6]=2)[CH2:16][CH2:15]1. (5) Given the reactants [CH3:1][O:2][C:3]1[C:11]([CH3:12])=[CH:10][C:6]([C:7]([OH:9])=[O:8])=[CH:5][C:4]=1[CH3:13].O.[CH3:15]O, predict the reaction product. The product is: [CH3:1][O:2][C:3]1[C:4]([CH3:13])=[CH:5][C:6]([C:7]([O:9][CH3:15])=[O:8])=[CH:10][C:11]=1[CH3:12]. (6) Given the reactants [Cl:1][C:2]1[C:6]([Cl:7])=[C:5]([CH3:8])[NH:4][C:3]=1[C:9]([NH:11][CH:12]1[CH2:17][CH2:16][N:15]([C:18]2[S:19][C:20]([C:31]([O:33]C)=[O:32])=[C:21]([C:23]3[N:24]([CH2:28][O:29][CH3:30])[CH:25]=[CH:26][N:27]=3)[N:22]=2)[CH2:14]/[C:13]/1=[N:35]\[O:36][CH3:37])=[O:10].[Li+].[I-].Cl, predict the reaction product. The product is: [Cl:1][C:2]1[C:6]([Cl:7])=[C:5]([CH3:8])[NH:4][C:3]=1[C:9]([NH:11][CH:12]1[CH2:17][CH2:16][N:15]([C:18]2[S:19][C:20]([C:31]([OH:33])=[O:32])=[C:21]([C:23]3[N:24]([CH2:28][O:29][CH3:30])[CH:25]=[CH:26][N:27]=3)[N:22]=2)[CH2:14]/[C:13]/1=[N:35]\[O:36][CH3:37])=[O:10]. (7) Given the reactants [CH2:1]([O:3][CH:4]([O:11][CH2:12][CH3:13])[CH:5](Br)[CH2:6][O:7][CH2:8][CH3:9])[CH3:2].CCO.Cl.CCO.C1(C)C=CC(S(O)(=O)=O)=CC=1.[OH-].[K+], predict the reaction product. The product is: [CH2:8]([O:7][CH:6]=[CH:5][CH:4]([O:3][CH2:1][CH3:2])[O:11][CH2:12][CH3:13])[CH3:9]. (8) Given the reactants Cl[C:2]1[CH:7]=[C:6](Cl)[N:5]=[CH:4][N:3]=1.[CH:9]1([NH2:15])[CH2:14][CH2:13][CH2:12][CH2:11][CH2:10]1.[CH3:16][CH2:17][N:18](C(C)C)C(C)C.CC([OH:28])C, predict the reaction product. The product is: [CH:9]1([NH:15][C:6]2[N:5]=[CH:4][N:3]=[C:2]([NH:18][CH2:17][CH2:16][OH:28])[CH:7]=2)[CH2:14][CH2:13][CH2:12][CH2:11][CH2:10]1.